Dataset: Catalyst prediction with 721,799 reactions and 888 catalyst types from USPTO. Task: Predict which catalyst facilitates the given reaction. Reactant: [Br:1][CH2:2][CH2:3][CH2:4][CH2:5][CH2:6][CH2:7][O:8][CH2:9][CH2:10][C:11]#[C:12][C:13]1[CH:18]=[CH:17][CH:16]=[C:15]([S:19]([CH:22]2[CH2:26][CH2:25][CH2:24][CH2:23]2)(=[O:21])=[O:20])[CH:14]=1. Product: [Br:1][CH2:2][CH2:3][CH2:4][CH2:5][CH2:6][CH2:7][O:8][CH2:9][CH2:10][CH2:11][CH2:12][C:13]1[CH:18]=[CH:17][CH:16]=[C:15]([S:19]([CH:22]2[CH2:23][CH2:24][CH2:25][CH2:26]2)(=[O:21])=[O:20])[CH:14]=1. The catalyst class is: 350.